Task: Predict the product of the given reaction.. Dataset: Forward reaction prediction with 1.9M reactions from USPTO patents (1976-2016) (1) Given the reactants [Cl:1][C:2]1[CH:3]=[N:4][N:5]([CH3:39])[C:6]=1[C:7]1[CH:8]=[C:9]([C:12]([NH:14][C@@H:15]([CH2:28][C:29]2[CH:34]=[CH:33][CH:32]=[CH:31][C:30]=2[C:35]([F:38])([F:37])[F:36])[CH2:16][N:17]2C(=O)C3C(=CC=CC=3)C2=O)=[O:13])[S:10][CH:11]=1.NN, predict the reaction product. The product is: [NH2:17][CH2:16][C@@H:15]([NH:14][C:12]([C:9]1[S:10][CH:11]=[C:7]([C:6]2[N:5]([CH3:39])[N:4]=[CH:3][C:2]=2[Cl:1])[CH:8]=1)=[O:13])[CH2:28][C:29]1[CH:34]=[CH:33][CH:32]=[CH:31][C:30]=1[C:35]([F:38])([F:37])[F:36]. (2) Given the reactants [CH:1]1(B(O)O)[CH2:3][CH2:2]1.C(=O)([O-])[O-].[Na+].[Na+].C1(P(C2CCCCC2)C2C=CC=CC=2C2C(OC)=CC=CC=2OC)CCCCC1.Br[C:43]1[C:44]([CH:53]2[CH2:55][CH2:54]2)=[C:45]([F:52])[C:46]([OH:51])=[C:47]([CH:50]=1)[CH:48]=[O:49], predict the reaction product. The product is: [CH:53]1([C:44]2[C:43]([CH:1]3[CH2:3][CH2:2]3)=[CH:50][C:47]([CH:48]=[O:49])=[C:46]([OH:51])[C:45]=2[F:52])[CH2:55][CH2:54]1.